From a dataset of Catalyst prediction with 721,799 reactions and 888 catalyst types from USPTO. Predict which catalyst facilitates the given reaction. (1) Reactant: CS(O[CH:6]([C:8]1[CH:13]=[C:12]([N:14]([CH2:23][O:24][CH2:25][CH2:26][Si:27]([CH3:30])([CH3:29])[CH3:28])[CH2:15][O:16][CH2:17][CH2:18][Si:19]([CH3:22])([CH3:21])[CH3:20])[N:11]2[N:31]=[CH:32][C:33]([C:34]3[CH:35]=[N:36][C:37]4[C:42]([CH:43]=3)=[CH:41][C:40]([F:44])=[CH:39][CH:38]=4)=[C:10]2[N:9]=1)[CH3:7])(=O)=O.C(N(CC)C(C)C)(C)C.[N-:54]=[N+:55]=[N-:56].[Na+]. Product: [N:54]([CH:6]([C:8]1[CH:13]=[C:12]([N:14]([CH2:23][O:24][CH2:25][CH2:26][Si:27]([CH3:29])([CH3:28])[CH3:30])[CH2:15][O:16][CH2:17][CH2:18][Si:19]([CH3:20])([CH3:21])[CH3:22])[N:11]2[N:31]=[CH:32][C:33]([C:34]3[CH:35]=[N:36][C:37]4[C:42]([CH:43]=3)=[CH:41][C:40]([F:44])=[CH:39][CH:38]=4)=[C:10]2[N:9]=1)[CH3:7])=[N+:55]=[N-:56]. The catalyst class is: 16. (2) Reactant: [C:1]1([P:7](=[O:20])([C:14]2[CH:19]=[CH:18][CH:17]=[CH:16][CH:15]=2)[C:8]2[CH:13]=[CH:12][CH:11]=[CH:10][CH:9]=2)[CH:6]=[CH:5][CH:4]=[CH:3][CH:2]=1.C(Cl)(=O)C(Cl)=O.[Al].Cl. Product: [C:14]1([P:7]([C:1]2[CH:2]=[CH:3][CH:4]=[CH:5][CH:6]=2)[C:8]2[CH:13]=[CH:12][CH:11]=[CH:10][CH:9]=2)[CH:15]=[CH:16][CH:17]=[CH:18][CH:19]=1.[C:1]1([P:7](=[O:20])([C:8]2[CH:13]=[CH:12][CH:11]=[CH:10][CH:9]=2)[C:14]2[CH:19]=[CH:18][CH:17]=[CH:16][CH:15]=2)[CH:2]=[CH:3][CH:4]=[CH:5][CH:6]=1. The catalyst class is: 10. (3) Reactant: [CH:1]1([C:4](Cl)=[O:5])[CH2:3][CH2:2]1.[I:7][C:8]1[CH:9]=[C:10]([CH:15]=[CH:16][C:17]=1[CH3:18])[C:11]([NH:13][NH2:14])=[O:12].C(N(CC)CC)C. The catalyst class is: 4. Product: [CH:1]1([C:4]([NH:14][NH:13][C:11](=[O:12])[C:10]2[CH:15]=[CH:16][C:17]([CH3:18])=[C:8]([I:7])[CH:9]=2)=[O:5])[CH2:3][CH2:2]1. (4) Reactant: [Br:1][C:2]1[CH:3]=[C:4]2[C:9](=[CH:10][CH:11]=1)[CH:8]=[C:7]([OH:12])[CH:6]=[CH:5]2.[C:13]([O:17][C:18]([NH:20][C@H:21]([CH2:25]O)[CH:22]([CH3:24])[CH3:23])=[O:19])([CH3:16])([CH3:15])[CH3:14].C1(P(C2C=CC=CC=2)C2C=CC=CC=2)C=CC=CC=1.N(C(OC(C)C)=O)=NC(OC(C)C)=O. Product: [C:13]([O:17][C:18](=[O:19])[NH:20][CH:21]([CH2:25][O:12][C:7]1[CH:6]=[CH:5][C:4]2[C:9](=[CH:10][CH:11]=[C:2]([Br:1])[CH:3]=2)[CH:8]=1)[CH:22]([CH3:23])[CH3:24])([CH3:16])([CH3:15])[CH3:14]. The catalyst class is: 1. (5) Reactant: [C:1](=[O:4])([O-])[O-].[K+].[K+].[OH:7][C:8]1[CH:9]=[C:10]([N+:15]([O-:17])=[O:16])[CH:11]=[CH:12][C:13]=1O.[CH2:18](Br)[C:19]1[CH:24]=[CH:23][CH:22]=[CH:21][CH:20]=1. Product: [CH2:18]([O:7][C:8]1[CH:9]=[C:10]([N+:15]([O-:17])=[O:16])[CH:11]=[CH:12][C:13]=1[O:4][CH2:1][C:8]1[CH:9]=[CH:10][CH:11]=[CH:12][CH:13]=1)[C:19]1[CH:24]=[CH:23][CH:22]=[CH:21][CH:20]=1. The catalyst class is: 21. (6) Reactant: [F:1][C:2]1[CH:7]=[CH:6][C:5]([C:8](=[O:10])[CH3:9])=[CH:4][CH:3]=1.FC(F)(F)C(OI(C1C=CC=CC=1)OC(=O)C(F)(F)F)=[O:14].O.FC(F)(F)C(O)=O. Product: [F:1][C:2]1[CH:7]=[CH:6][C:5]([C:8](=[O:10])[CH2:9][OH:14])=[CH:4][CH:3]=1. The catalyst class is: 10. (7) Reactant: C[Si]([C:5]#[N:6])(C)C.[F:7][C:8]1[CH:9]=[C:10]([C:16]2[C:21]([CH3:22])=[CH:20][CH:19]=[CH:18][N+:17]=2[O-])[CH:11]=[CH:12][C:13]=1[O:14][CH3:15].CN(C)C(Cl)=O. Product: [F:7][C:8]1[CH:9]=[C:10]([C:16]2[N:17]=[C:18]([C:5]#[N:6])[CH:19]=[CH:20][C:21]=2[CH3:22])[CH:11]=[CH:12][C:13]=1[O:14][CH3:15]. The catalyst class is: 26. (8) Product: [ClH:36].[ClH:38].[NH2:7][CH:8]([CH2:29][C:30]1[CH:35]=[CH:34][C:33]([Cl:36])=[CH:32][CH:31]=1)[C:9]([N:10]1[CH2:15][CH2:14][N:13]([C:16]2[C:17]3[S:24][C:23]([C:25]#[C:26][CH3:27])=[CH:22][C:18]=3[N:19]=[CH:20][N:21]=2)[CH2:12][CH2:11]1)=[O:28]. Reactant: C(OC(=O)[NH:7][CH:8]([CH2:29][C:30]1[CH:35]=[CH:34][C:33]([Cl:36])=[CH:32][CH:31]=1)[C:9](=[O:28])[N:10]1[CH2:15][CH2:14][N:13]([C:16]2[C:17]3[S:24][C:23]([C:25]#[C:26][CH3:27])=[CH:22][C:18]=3[N:19]=[CH:20][N:21]=2)[CH2:12][CH2:11]1)(C)(C)C.[ClH:38]. The catalyst class is: 135. (9) Reactant: N(C(OCC)=O)=NC(OCC)=O.[F:13][C:14]([F:25])([F:24])[C:15]1[CH:20]=[CH:19][C:18]([CH2:21][CH2:22][OH:23])=[CH:17][CH:16]=1.[O:26]=[CH:27][C:28]1[CH:36]=[CH:35][C:32]([O:33][CH3:34])=[C:30](O)[CH:29]=1.C1(P(C2C=CC=CC=2)C2C=CC=CC=2)C=CC=CC=1. Product: [CH3:34][O:33][C:32]1[CH:35]=[CH:36][C:28]([CH:27]=[O:26])=[CH:29][C:30]=1[O:23][CH2:22][CH2:21][C:18]1[CH:17]=[CH:16][C:15]([C:14]([F:24])([F:25])[F:13])=[CH:20][CH:19]=1. The catalyst class is: 7.